The task is: Predict which catalyst facilitates the given reaction.. This data is from Catalyst prediction with 721,799 reactions and 888 catalyst types from USPTO. (1) The catalyst class is: 4. Reactant: [CH3:1][O:2][C:3]1[CH:4]=[C:5]([CH:28]=[CH:29][C:30]=1[O:31]CC1C=CC(OC)=CC=1)[CH2:6][N:7]1[C:11]2=[N:12][CH:13]=[C:14]([C:16]3[CH:17]=[N:18][N:19]([CH3:21])[CH:20]=3)[CH:15]=[C:10]2[N:9]=[C:8]1[NH:22][C:23](=[O:27])[O:24][CH2:25][CH3:26].FC(F)(F)C(O)=O.C(=O)([O-])[O-].[K+].[K+]. Product: [OH:31][C:30]1[CH:29]=[CH:28][C:5]([CH2:6][N:7]2[C:11]3=[N:12][CH:13]=[C:14]([C:16]4[CH:17]=[N:18][N:19]([CH3:21])[CH:20]=4)[CH:15]=[C:10]3[N:9]=[C:8]2[NH:22][C:23](=[O:27])[O:24][CH2:25][CH3:26])=[CH:4][C:3]=1[O:2][CH3:1]. (2) Reactant: [Li]CCCC.Br[C:7]1[C:8]([O:14][CH2:15][C@H:16]2[CH2:18][C@@H:17]2[C:19]2[CH:24]=[CH:23][C:22]([O:25][CH3:26])=[CH:21][N:20]=2)=[N:9][C:10]([CH3:13])=[N:11][CH:12]=1.CN([CH:30]=[O:31])C.[NH4+].[Cl-]. Product: [CH3:26][O:25][C:22]1[CH:23]=[CH:24][C:19]([C@H:17]2[CH2:18][C@@H:16]2[CH2:15][O:14][C:8]2[C:7]([CH:30]=[O:31])=[CH:12][N:11]=[C:10]([CH3:13])[N:9]=2)=[N:20][CH:21]=1. The catalyst class is: 49. (3) Reactant: C1(C)C=CC(S([O:10][CH2:11][CH2:12][O:13][CH2:14][C:15]([F:18])([F:17])[F:16])(=O)=O)=CC=1.[C:20]([O-])(=[S:22])[CH3:21].[K+].O. Product: [C:20]([O:10][CH2:11][CH2:12][O:13][CH2:14][C:15]([F:16])([F:17])[F:18])(=[S:22])[CH3:21]. The catalyst class is: 21. (4) Reactant: [NH2:1][C:2]1[C:3]([C:8]([OH:10])=O)=[N:4][CH:5]=[CH:6][CH:7]=1.[O-:11][C:12]#[N:13].[K+].[Cl-].[NH4+].Cl. Product: [N:1]1[C:2]2[CH:7]=[CH:6][CH:5]=[N:4][C:3]=2[C:8]([OH:10])=[N:13][C:12]=1[OH:11]. The catalyst class is: 6. (5) Reactant: [CH3:1][C:2]1[C:6]2[C:7](=[O:19])[N:8]([CH2:12][CH2:13][N:14]3[CH2:18][CH2:17][CH2:16][CH2:15]3)[CH2:9][CH2:10][CH2:11][C:5]=2[NH:4][C:3]=1[CH:20]=O.[Cl:22][C:23]1[CH:28]=[CH:27][CH:26]=[C:25]([Cl:29])[C:24]=1[CH2:30][S:31]([C:34]1[CH:35]=[C:36]2[C:40](=[CH:41][CH:42]=1)[NH:39][C:38](=[O:43])[CH2:37]2)(=[O:33])=[O:32].N1CCCCC1. Product: [Cl:22][C:23]1[CH:28]=[CH:27][CH:26]=[C:25]([Cl:29])[C:24]=1[CH2:30][S:31]([C:34]1[CH:35]=[C:36]2[C:40](=[CH:41][CH:42]=1)[NH:39][C:38](=[O:43])/[C:37]/2=[CH:20]\[C:3]1[NH:4][C:5]2[CH2:11][CH2:10][CH2:9][N:8]([CH2:12][CH2:13][N:14]3[CH2:15][CH2:16][CH2:17][CH2:18]3)[C:7](=[O:19])[C:6]=2[C:2]=1[CH3:1])(=[O:32])=[O:33].[CH3:1][C:2]1[C:6]2[C:7](=[O:19])[N:8]([CH2:12][CH2:13][N:14]3[CH2:18][CH2:17][CH2:16][CH2:15]3)[CH2:9][CH2:10][CH2:11][C:5]=2[NH:4][CH:3]=1. The catalyst class is: 8.